This data is from Reaction yield outcomes from USPTO patents with 853,638 reactions. The task is: Predict the reaction yield, written as a fraction of the theoretical maximum amount of product (1.0 means a 100% yield; for example, 0.34 means a 34% yield). (1) The reactants are [N:1]1[C:9]2[CH2:8][C@H:7]([CH2:10][OH:11])[CH2:6][C:5]=2[CH:4]=[CH:3][CH:2]=1.C(N(CC)CC)C.[CH3:19][S:20](Cl)(=[O:22])=[O:21]. The catalyst is ClCCl.O. The product is [N:1]1[C:9]2[CH2:8][CH:7]([CH2:10][O:11][S:20]([CH3:19])(=[O:22])=[O:21])[CH2:6][C:5]=2[CH:4]=[CH:3][CH:2]=1. The yield is 1.00. (2) The reactants are [OH:1][C:2]1([C:16]2[CH:21]=[CH:20][CH:19]=[C:18]([N:22]3[C:30]4[CH:29]=[C:28]([C:31]5[CH:32]=[N:33][N:34]([CH3:36])[CH:35]=5)[N:27]=[CH:26][C:25]=4[CH:24]=[N:23]3)[N:17]=2)[CH2:8][CH2:7][CH2:6][N:5](C(OC(C)(C)C)=O)[CH2:4][CH2:3]1.Cl. The catalyst is CO. The product is [CH3:36][N:34]1[CH:35]=[C:31]([C:28]2[N:27]=[CH:26][C:25]3[CH:24]=[N:23][N:22]([C:18]4[N:17]=[C:16]([C:2]5([OH:1])[CH2:8][CH2:7][CH2:6][NH:5][CH2:4][CH2:3]5)[CH:21]=[CH:20][CH:19]=4)[C:30]=3[CH:29]=2)[CH:32]=[N:33]1. The yield is 0.310. (3) The reactants are [Cl:1][C:2]1(Cl)[C:6]([C:7](Cl)(Cl)Cl)=[N:5][CH2:4][CH2:3]1.[CH3:12][O-:13].[Na+].C[OH:16]. No catalyst specified. The product is [Cl:1][C:2]1[CH:3]=[CH:4][NH:5][C:6]=1[C:7]([O:13][CH3:12])=[O:16]. The yield is 0.830. (4) The reactants are O.[OH-].[Li+].C[O:5][C:6](=[O:37])[CH2:7][C:8]1[C:17]([CH3:18])=[C:16]([C:19]2[CH:24]=[CH:23][C:22]([S:25]([C:28]3[CH:33]=[C:32]([Cl:34])[CH:31]=[C:30]([Cl:35])[CH:29]=3)(=[O:27])=[O:26])=[CH:21][CH:20]=2)[C:15]2[C:10](=[CH:11][CH:12]=[C:13]([F:36])[CH:14]=2)[CH:9]=1. The catalyst is C1COCC1.O. The product is [Cl:34][C:32]1[CH:33]=[C:28]([S:25]([C:22]2[CH:21]=[CH:20][C:19]([C:16]3[C:15]4[C:10](=[CH:11][CH:12]=[C:13]([F:36])[CH:14]=4)[CH:9]=[C:8]([CH2:7][C:6]([OH:37])=[O:5])[C:17]=3[CH3:18])=[CH:24][CH:23]=2)(=[O:27])=[O:26])[CH:29]=[C:30]([Cl:35])[CH:31]=1. The yield is 0.690. (5) The reactants are [CH2:1]([OH:21])[CH2:2][CH:3]([CH2:5][CH2:6][CH2:7][CH:8]([CH2:10][CH2:11][CH2:12][CH:13]([CH2:15][CH2:16][CH2:17][CH:18]([CH3:20])[CH3:19])[CH3:14])[CH3:9])[CH3:4].[Cl:22][C:23](Cl)([O:25]C(=O)OC(Cl)(Cl)Cl)Cl.N1C=CC=CC=1. The catalyst is ClCCl. The product is [Cl:22][C:23]([O:21][CH2:1][CH2:2][CH:3]([CH2:5][CH2:6][CH2:7][CH:8]([CH2:10][CH2:11][CH2:12][CH:13]([CH2:15][CH2:16][CH2:17][CH:18]([CH3:20])[CH3:19])[CH3:14])[CH3:9])[CH3:4])=[O:25]. The yield is 0.887. (6) The reactants are [NH2:1][C:2]1[CH:3]=[N:4][N:5]([CH3:24])[C:6]=1[N:7]1[CH2:13][CH2:12][CH:11]([O:14][CH2:15][CH3:16])[CH:10]([NH:17]C(=O)C(F)(F)F)[CH2:9][CH2:8]1.C(OC([NH:32][C:33]1[S:37][C:36]([C:38]2[C:43]([F:44])=[CH:42][CH:41]=[CH:40][C:39]=2[F:45])=[N:35][C:34]=1[C:46](O)=[O:47])=O)(C)(C)C. No catalyst specified. The product is [NH2:32][C:33]1[S:37][C:36]([C:38]2[C:43]([F:44])=[CH:42][CH:41]=[CH:40][C:39]=2[F:45])=[N:35][C:34]=1[C:46]([NH:1][C:2]1[CH:3]=[N:4][N:5]([CH3:24])[C:6]=1[N:7]1[CH2:13][CH2:12][CH:11]([O:14][CH2:15][CH3:16])[CH:10]([NH2:17])[CH2:9][CH2:8]1)=[O:47]. The yield is 0.600. (7) The reactants are [CH3:1][N:2]([CH2:10][C:11]1[CH:15]=[C:14]([C:16]2[CH:21]=[CH:20][CH:19]=[CH:18][CH:17]=2)[N:13]([S:22]([C:25]2[CH:30]=[CH:29][CH:28]=[C:27]([C:31]3[NH:35][N:34]=[N:33][N:32]=3)[CH:26]=2)(=[O:24])=[O:23])[CH:12]=1)C(=O)OC(C)(C)C.C(OCC)(=O)C.[ClH:42]. The catalyst is CO. The product is [ClH:42].[CH3:1][NH:2][CH2:10][C:11]1[CH:15]=[C:14]([C:16]2[CH:17]=[CH:18][CH:19]=[CH:20][CH:21]=2)[N:13]([S:22]([C:25]2[CH:30]=[CH:29][CH:28]=[C:27]([C:31]3[NH:32][N:33]=[N:34][N:35]=3)[CH:26]=2)(=[O:24])=[O:23])[CH:12]=1. The yield is 0.860. (8) The reactants are C[O:2][C:3]([C:5]1([C:8]2[CH:9]=[CH:10][C:11]3[O:15][C:14](=[O:16])[NH:13][C:12]=3[CH:17]=2)[CH2:7][CH2:6]1)=[O:4].O[Li].O. The catalyst is CO.O. The product is [O:16]=[C:14]1[NH:13][C:12]2[CH:17]=[C:8]([C:5]3([C:3]([OH:4])=[O:2])[CH2:7][CH2:6]3)[CH:9]=[CH:10][C:11]=2[O:15]1. The yield is 0.840. (9) The reactants are C(O[N:6]([C:18]1[C:19]([C:25]([O:27]C)=[O:26])=[CH:20][C:21]([Cl:24])=[N:22][CH:23]=1)[C:7]([CH2:9][C:10]1[CH:15]=[CH:14][C:13](OC)=[CH:12]C=1)=O)(C)(C)C.[OH-].[Na+].C(O)(=O)C[C:33](CC(O)=O)(C(O)=O)[OH:34]. The catalyst is CO. The product is [Cl:24][C:21]1[CH:20]=[C:19]([C:25]([OH:27])=[O:26])[C:18]([NH:6][CH2:7][C:9]2[CH:10]=[CH:15][C:14]([O:34][CH3:33])=[CH:13][CH:12]=2)=[CH:23][N:22]=1. The yield is 0.770. (10) The reactants are [Br:1][C:2]1[CH:3]=[C:4]([C:8](=O)[CH2:9][N:10]2[CH2:15][CH2:14][O:13][CH2:12][CH2:11]2)[CH:5]=[CH:6][CH:7]=1.CN.[C:19]([BH3-])#[N:20].[Na+].C(O)(=O)C. The catalyst is C1COCC1. The product is [Br:1][C:2]1[CH:3]=[C:4]([CH:8]([NH:20][CH3:19])[CH2:9][N:10]2[CH2:15][CH2:14][O:13][CH2:12][CH2:11]2)[CH:5]=[CH:6][CH:7]=1. The yield is 1.00.